Dataset: Experimentally validated miRNA-target interactions with 360,000+ pairs, plus equal number of negative samples. Task: Binary Classification. Given a miRNA mature sequence and a target amino acid sequence, predict their likelihood of interaction. (1) The protein sequence of the target gene is MDKHGVKTPLWKKETEELRAEDAEQEEGKEGSEDEDEDNQRPLEDSATEGEEPPRVAEEGEGRERRSVSYCPLRQESSTQQVALLRRADSGFWGWLGPLALLGGLTAPTDRKRSLPEEPCVLEIRRRPPRRGGCACCELLFCKKCRSLHSHPAYVAHCVLDHPDLGKAGAAGNS. Result: 0 (no interaction). The miRNA is hsa-miR-145-3p with sequence GGAUUCCUGGAAAUACUGUUCU. (2) The miRNA is rno-miR-293-5p with sequence ACUCAAACUGUGUGACACUUU. The protein sequence of the target gene is MWRVPRRLCVQSVKTSKLSGPWSRPAAHMSTLLIHHPQYAWLQDLGLREDNEGVYNGSWGGRGEVITTYCPANNEPIARVRQASLKDYEETIGKAKKAWNIWADIPAPKRGEIVRKIGDAFREKIQLLGRLVSLEMGKILVEGIGEVQEYVDVCDYAAGLSRMIGGPTLPSERPGHALIEMWNPLGLVGIITAFNFPVAVFGWNNAIALITGNVCLWKGAPTTSLVSVAVTKIIAQVLEDNLLPGAICSLVCGGADIGTTMARDERVNLLSFTGSTQVGKEVALMVQERFGKSLLELGGN.... Result: 0 (no interaction). (3) The miRNA is hsa-miR-6850-5p with sequence GUGCGGAACGCUGGCCGGGGCG. The protein sequence of the target gene is MASNHPAFSFHQKQVLRQELTQIQSSLNSGGGGGGGGGGGGKSAPGPSGALPTCSACHKMAPRTETPVSSISNSLENALHTSAHSTEESLPKRPLGKHGKVSVEKIDLKGLSHTKNDRSVECSFEVLWSDSSITSVTKSSSEVTEFISKLSQLCPEENLDKLIPCLAGPDSFYVERNHVDLEAGLRFLASAPSHTLKHDHVRKFFSSSSPSQQLQSPSPGNPSLPKVGAVMGVSGRPVCGVAGIPSSQSSAQHHLQHSASTSASLPHCSHTGGTGSALAYRTQVDNSPTILMPSSLQTPQ.... Result: 0 (no interaction). (4) The miRNA is hsa-miR-5092 with sequence AAUCCACGCUGAGCUUGGCAUC. The protein sequence of the target gene is MNWKVLEHVPLLLYILAAKTLILCLTFAGVKMYQRKRLEAKQQKLEAERKKQSEKKDN. Result: 1 (interaction). (5) The miRNA is hsa-miR-4522 with sequence UGACUCUGCCUGUAGGCCGGU. The protein sequence of the target gene is MMLPSPVTSTPFSVKDILNLEQQRHFHGAHLQAELEQHFHSAPCMLATAEGTQFSDAGEEDEEEEGEKLSYLNSLAAAEGHGDSGLCPQSYVHTVLRDACSGPKEQEEEVVSERSQKSCQLKKSLEAAGDCKTSEDGERPKPRSRRKPRVLFSQAQVFELERRFKQQRYLSAPEREHLASSLKLTSTQVKIWFQNRRYKCKRQRQDKSLELGTHAPPPPPRRVAVPVLVRDGKPCVTPSAQTYGSPYGVGAGAYSYNSFPAYGYGNSAAAAAAAAAAAAAAAAYSGSYGCAYPTGGGGGG.... Result: 0 (no interaction). (6) The miRNA is hsa-miR-4760-3p with sequence AAAUUCAUGUUCAAUCUAAACC. The protein sequence of the target gene is MAAGRLPSARAVLAPLFLGLALLSVGPAPARALHNVTAELFGAEAWGTLAAFGDLNSDKQTDLFVLRERNDLIVFLADQSAPYFKPKVKVSLKTLSALVTSVVPGDYDGDSQMDVLLTYFPQNHTNSELGAVIFWGQNQTLDPKNMTILNRTFHDQPLIMDFNGDLIPDVFGITNESSQPQILLGGDLSWHPALTTKSKMRDPHSHAFIDLTEDFTADLFLTTLTASNAFQFEIWENLGGNFSIHSVFEKPKNLVVVGQSAFADFDGDGHMDHLLPGCEDKDCQKSAIYLMRSGTGQWVP.... Result: 0 (no interaction). (7) The miRNA is hsa-miR-202-3p with sequence AGAGGUAUAGGGCAUGGGAA. The protein sequence of the target gene is MNISVDLETNYAELVLDVGRVTLGENSRKKMKDCKLRKKQNESVSRAMCALLNSGGGVIKAEIENEDYSYTKDGIGLDLENSFSNILLFVPEYLDFMQNGNYFLIFVKSWSLNTSGLRITTLSSNLYKRDITSAKVMNATAALEFLKDMKKTRGRLYLRPELLAKRPCVDIQEENNMKALAGVFFDRTELDRKEKLTFTESTHVEIKNFSTEKLLQRIKEILPQYVSAFANTDGGYLFIGLNEDKEIIGFKAEMSDLDDLEREIEKSIRKMPVHHFCMEKKKINYSCKFLGVYDKGSLCG.... Result: 0 (no interaction).